This data is from Forward reaction prediction with 1.9M reactions from USPTO patents (1976-2016). The task is: Predict the product of the given reaction. Given the reactants [C:1]([C:3]1[C:4]([N:16]2[CH2:21][CH2:20][CH:19]([C:22](O)=[O:23])[CH2:18][CH2:17]2)=[N:5][C:6]([CH3:15])=[C:7]([C:9]([O:11][CH:12]([CH3:14])[CH3:13])=[O:10])[CH:8]=1)#[N:2].CCN=C=NCCCN(C)C.[C:36]1([CH2:42][S:43]([NH2:46])(=[O:45])=[O:44])[CH:41]=[CH:40][CH:39]=[CH:38][CH:37]=1.C1C=CC2N(O)N=NC=2C=1.CCN(C(C)C)C(C)C.OS([O-])(=O)=O.[K+], predict the reaction product. The product is: [CH:12]([O:11][C:9](=[O:10])[C:7]1[CH:8]=[C:3]([C:1]#[N:2])[C:4]([N:16]2[CH2:21][CH2:20][CH:19]([C:22]([NH:46][S:43]([CH2:42][C:36]3[CH:37]=[CH:38][CH:39]=[CH:40][CH:41]=3)(=[O:44])=[O:45])=[O:23])[CH2:18][CH2:17]2)=[N:5][C:6]=1[CH3:15])([CH3:14])[CH3:13].